This data is from Reaction yield outcomes from USPTO patents with 853,638 reactions. The task is: Predict the reaction yield, written as a fraction of the theoretical maximum amount of product (1.0 means a 100% yield; for example, 0.34 means a 34% yield). (1) The reactants are [N:1]12[CH2:8][CH2:7][C:4]([C:9]([C:17]3[CH:22]=[CH:21][CH:20]=[CH:19][CH:18]=3)([C:11]3[CH:16]=[CH:15][CH:14]=[CH:13][CH:12]=3)[OH:10])([CH2:5][CH2:6]1)[CH2:3][CH2:2]2.[Br:23][CH2:24][CH2:25][O:26][C:27]([C:30]1[CH:35]=[CH:34][CH:33]=[CH:32][CH:31]=1)([CH3:29])[CH3:28]. The catalyst is CC#N.C(Cl)(Cl)Cl. The product is [Br-:23].[OH:10][C:9]([C:17]1[CH:22]=[CH:21][CH:20]=[CH:19][CH:18]=1)([C:11]1[CH:12]=[CH:13][CH:14]=[CH:15][CH:16]=1)[C:4]12[CH2:5][CH2:6][N+:1]([CH2:24][CH2:25][O:26][C:27]([CH3:29])([C:30]3[CH:35]=[CH:34][CH:33]=[CH:32][CH:31]=3)[CH3:28])([CH2:2][CH2:3]1)[CH2:8][CH2:7]2. The yield is 0.240. (2) The reactants are [N+:1]([C:4]1[CH:5]=[C:6]([CH2:10][CH2:11][C:12](O)=[O:13])[CH:7]=[CH:8][CH:9]=1)([O-:3])=[O:2].B. The catalyst is O1CCCC1. The product is [N+:1]([C:4]1[CH:5]=[C:6]([CH2:10][CH2:11][CH2:12][OH:13])[CH:7]=[CH:8][CH:9]=1)([O-:3])=[O:2]. The yield is 0.970. (3) The reactants are [NH2:1][C:2]1[CH:11]=[C:10]([C:12]([F:15])([F:14])[F:13])[CH:9]=[CH:8][C:3]=1[C:4]([O:6][CH3:7])=[O:5].[I:16]I. The catalyst is C(O)C.S([O-])([O-])(=O)=O.[Ag+2]. The product is [NH2:1][C:2]1[CH:11]=[C:10]([C:12]([F:13])([F:14])[F:15])[C:9]([I:16])=[CH:8][C:3]=1[C:4]([O:6][CH3:7])=[O:5]. The yield is 0.990. (4) The reactants are [Br:1][C:2]1[CH:7]=[CH:6][C:5]([S:8]([N:11]([C:24]2[N:25]=[CH:26][C:27]3[C:32]([C:33]=2[CH:34]2[CH2:36][CH2:35]2)=[CH:31][CH:30]=[CH:29][CH:28]=3)[CH2:12][C:13]2[CH:18]=[CH:17][C:16]([O:19][C:20]([F:23])([F:22])[F:21])=[CH:15][CH:14]=2)(=[O:10])=[O:9])=[CH:4][C:3]=1[CH2:37][OH:38].[H-].[Na+].CI.[C:43](OCC)(=O)C. The catalyst is CN(C)C=O. The product is [Br:1][C:2]1[CH:7]=[CH:6][C:5]([S:8]([N:11]([C:24]2[N:25]=[CH:26][C:27]3[C:32]([C:33]=2[CH:34]2[CH2:35][CH2:36]2)=[CH:31][CH:30]=[CH:29][CH:28]=3)[CH2:12][C:13]2[CH:18]=[CH:17][C:16]([O:19][C:20]([F:23])([F:22])[F:21])=[CH:15][CH:14]=2)(=[O:9])=[O:10])=[CH:4][C:3]=1[CH2:37][O:38][CH3:43]. The yield is 0.960. (5) The reactants are [C:1]([O:20][CH2:21][CH2:22][O:23][CH2:24][CH2:25][O:26][CH2:27][CH2:28][OH:29])([C:14]1[CH:19]=[CH:18][CH:17]=[CH:16][CH:15]=1)([C:8]1[CH:13]=[CH:12][CH:11]=[CH:10][CH:9]=1)[C:2]1[CH:7]=[CH:6][CH:5]=[CH:4][CH:3]=1.[H-].[Na+].CC1C=CC(S(O[CH2:43][CH2:44][CH2:45][O:46][CH2:47][C:48]2[CH:53]=[CH:52][CH:51]=[CH:50][CH:49]=2)(=O)=O)=CC=1. The catalyst is CN(C)C=O. The product is [C:2]1([C:1]([C:8]2[CH:13]=[CH:12][CH:11]=[CH:10][CH:9]=2)([C:14]2[CH:15]=[CH:16][CH:17]=[CH:18][CH:19]=2)[O:20][CH2:21][CH2:22][O:23][CH2:24][CH2:25][O:26][CH2:27][CH2:28][O:29][CH2:43][CH2:44][CH2:45][O:46][CH2:47][C:48]2[CH:53]=[CH:52][CH:51]=[CH:50][CH:49]=2)[CH:3]=[CH:4][CH:5]=[CH:6][CH:7]=1. The yield is 0.500. (6) The product is [Br:13][C:14]1[C:19]([C:20]2([OH:24])[CH2:23][CH2:22][CH2:21]2)=[CH:18][CH:17]=[CH:16][N:15]=1. The catalyst is C1COCC1. The yield is 0.370. The reactants are C(NC(C)C)(C)C.[Li]CCCC.[Br:13][C:14]1[CH:19]=[CH:18][CH:17]=[CH:16][N:15]=1.[C:20]1(=[O:24])[CH2:23][CH2:22][CH2:21]1. (7) The reactants are [Br:1][C:2]1[CH:9]=[C:8]([O:10][CH3:11])[C:7]([OH:12])=[CH:6][C:3]=1[CH:4]=[O:5].C([O-])([O-])=O.[K+].[K+].C(#N)C.[CH2:22](Br)[C:23]1[CH:28]=[CH:27][CH:26]=[CH:25][CH:24]=1. The catalyst is O. The product is [CH2:22]([O:12][C:7]1[C:8]([O:10][CH3:11])=[CH:9][C:2]([Br:1])=[C:3]([CH:6]=1)[CH:4]=[O:5])[C:23]1[CH:28]=[CH:27][CH:26]=[CH:25][CH:24]=1. The yield is 0.830. (8) The reactants are [CH3:1][NH:2][C@H:3]([C:8]([OH:10])=[O:9])[CH2:4][CH:5]([CH3:7])[CH3:6].O1CCOC[CH2:12]1.CO. The catalyst is Cl. The product is [CH3:12][O:9][C:8](=[O:10])[C@H:3]([CH2:4][CH:5]([CH3:7])[CH3:6])[NH:2][CH3:1]. The yield is 1.00. (9) The reactants are [NH2:1][C:2]1[N:3]=[CH:4][C:5]([C:8]#[N:9])=[N:6][CH:7]=1.N1C=CC=CC=1.Cl[C:17]([O:19][C:20]1[CH:25]=[CH:24][CH:23]=[CH:22][CH:21]=1)=[O:18].C(OCC)(=O)C. The catalyst is ClCCl.C1COCC1. The product is [C:8]([C:5]1[N:6]=[CH:7][C:2]([NH:1][C:17](=[O:18])[O:19][C:20]2[CH:25]=[CH:24][CH:23]=[CH:22][CH:21]=2)=[N:3][CH:4]=1)#[N:9]. The yield is 0.708.